This data is from Full USPTO retrosynthesis dataset with 1.9M reactions from patents (1976-2016). The task is: Predict the reactants needed to synthesize the given product. Given the product [CH3:3][O:4][C:5]1[CH:10]=[CH:9][C:8]([O:11][C:13]2[C:22]3[C:17](=[CH:18][CH:19]=[CH:20][CH:21]=3)[CH:16]=[C:15]([NH:23][C:24]3[CH:28]=[C:27]([CH3:29])[NH:26][N:25]=3)[N:14]=2)=[CH:7][CH:6]=1, predict the reactants needed to synthesize it. The reactants are: [H-].[Na+].[CH3:3][O:4][C:5]1[CH:10]=[CH:9][C:8]([OH:11])=[CH:7][CH:6]=1.Cl[C:13]1[C:22]2[C:17](=[CH:18][CH:19]=[CH:20][CH:21]=2)[CH:16]=[C:15]([NH:23][C:24]2[CH:28]=[C:27]([CH3:29])[NH:26][N:25]=2)[N:14]=1.C(O)(=O)C.